This data is from Reaction yield outcomes from USPTO patents with 853,638 reactions. The task is: Predict the reaction yield, written as a fraction of the theoretical maximum amount of product (1.0 means a 100% yield; for example, 0.34 means a 34% yield). (1) The reactants are [NH2:1][C:2]1[CH:39]=[CH:38][C:5]([O:6][C:7]2[CH:12]=[CH:11][N:10]=[C:9]3[N:13]([CH2:29][C:30]4[CH:35]=[CH:34][C:33]([O:36][CH3:37])=[CH:32][CH:31]=4)[N:14]=[C:15]([N:16]4[CH2:21][CH2:20][N:19]([C:22]([O:24][C:25]([CH3:28])([CH3:27])[CH3:26])=[O:23])[CH2:18][CH2:17]4)[C:8]=23)=[C:4]([F:40])[CH:3]=1.[F:41][C:42]1[CH:47]=[CH:46][C:45]([N:48]2[CH2:53][CH:52]3[C:50]([C:54](O)=[O:55])([CH2:51]3)[C:49]2=[O:57])=[CH:44][CH:43]=1.CCN=C=NCCCN(C)C.C1C=CC2N(O)N=NC=2C=1.[NH4+].[Cl-]. The catalyst is CN(C=O)C. The product is [CH3:37][O:36][C:33]1[CH:34]=[CH:35][C:30]([CH2:29][N:13]2[C:9]3=[N:10][CH:11]=[CH:12][C:7]([O:6][C:5]4[CH:38]=[CH:39][C:2]([NH:1][C:54]([C:50]56[CH2:51][CH:52]5[CH2:53][N:48]([C:45]5[CH:46]=[CH:47][C:42]([F:41])=[CH:43][CH:44]=5)[C:49]6=[O:57])=[O:55])=[CH:3][C:4]=4[F:40])=[C:8]3[C:15]([N:16]3[CH2:17][CH2:18][N:19]([C:22]([O:24][C:25]([CH3:27])([CH3:28])[CH3:26])=[O:23])[CH2:20][CH2:21]3)=[N:14]2)=[CH:31][CH:32]=1. The yield is 0.716. (2) The reactants are [CH2:1]([C@@H:8]1[NH:13][CH2:12][CH2:11][N:10]([C:14]2[CH:19]=[CH:18][C:17]([O:20][CH3:21])=[C:16]([O:22][CH:23]3[CH2:25][CH2:24]3)[CH:15]=2)[CH2:9]1)[C:2]1[CH:7]=[CH:6][CH:5]=[CH:4][CH:3]=1.C([O:28][C:29](=O)[CH2:30][C:31]1[NH:35][CH:34]=[N:33][N:32]=1)C. No catalyst specified. The product is [CH2:1]([C@H:8]1[CH2:9][N:10]([C:14]2[CH:19]=[CH:18][C:17]([O:20][CH3:21])=[C:16]([O:22][CH:23]3[CH2:25][CH2:24]3)[CH:15]=2)[CH2:11][CH2:12][N:13]1[C:29](=[O:28])[CH2:30][C:31]1[NH:35][CH:34]=[N:33][N:32]=1)[C:2]1[CH:3]=[CH:4][CH:5]=[CH:6][CH:7]=1. The yield is 0.150. (3) The reactants are [F:1][CH2:2][CH2:3][NH:4][C:5]1[CH:10]=[CH:9][CH:8]=[CH:7][CH:6]=1.[CH2:11]([O:13][C:14]([C:16]1[CH2:21][CH2:20][CH2:19][CH:18](Br)[C:17]=1O)=[O:15])[CH3:12]. The catalyst is CC(O)C.[Cl-].[Zn+2].[Cl-]. The product is [CH2:11]([O:13][C:14]([CH:16]1[C:17]2[C:10]3[C:5](=[CH:6][CH:7]=[CH:8][CH:9]=3)[N:4]([CH2:3][CH2:2][F:1])[C:18]=2[CH2:19][CH2:20][CH2:21]1)=[O:15])[CH3:12]. The yield is 0.910. (4) The reactants are Br[C:2]1[CH:7]=[CH:6][CH:5]=[C:4]([Br:8])[CH:3]=1.Cl.[F:10][C@H:11]1[CH2:15][CH2:14][NH:13][CH2:12]1.C1C=CC(P(C2C(C3C(P(C4C=CC=CC=4)C4C=CC=CC=4)=CC=C4C=3C=CC=C4)=C3C(C=CC=C3)=CC=2)C2C=CC=CC=2)=CC=1.C([O-])([O-])=O.[Cs+].[Cs+]. The catalyst is C1(C)C=CC=CC=1.C1C=CC(/C=C/C(/C=C/C2C=CC=CC=2)=O)=CC=1.C1C=CC(/C=C/C(/C=C/C2C=CC=CC=2)=O)=CC=1.C1C=CC(/C=C/C(/C=C/C2C=CC=CC=2)=O)=CC=1.[Pd].[Pd]. The product is [Br:8][C:4]1[CH:3]=[C:2]([N:13]2[CH2:14][CH2:15][C@H:11]([F:10])[CH2:12]2)[CH:7]=[CH:6][CH:5]=1. The yield is 0.680. (5) The reactants are [Cl:1][C:2]1[S:28][C:5]2[N:6]=[CH:7][N:8]=[C:9]([NH:10][CH:11]3[CH2:16][CH2:15][N:14]([CH2:17][C:18]4[CH:19]=[C:20]([CH:25]=[CH:26][CH:27]=4)[C:21]([O:23]C)=[O:22])[CH2:13][CH2:12]3)[C:4]=2[CH:3]=1.O[Li].O. The catalyst is CO.O. The product is [Cl:1][C:2]1[S:28][C:5]2[N:6]=[CH:7][N:8]=[C:9]([NH:10][CH:11]3[CH2:16][CH2:15][N:14]([CH2:17][C:18]4[CH:19]=[C:20]([CH:25]=[CH:26][CH:27]=4)[C:21]([OH:23])=[O:22])[CH2:13][CH2:12]3)[C:4]=2[CH:3]=1. The yield is 0.790. (6) The reactants are [CH3:1][C:2]1[C:7](=[O:8])[C:6]([CH3:9])=[C:5]([CH3:10])[C:4](=[O:11])[C:3]=1[CH2:12][C:13]1[CH:18]=[CH:17][C:16]([CH2:19][CH2:20][C:21](O)=[O:22])=[CH:15][CH:14]=1.[NH:24]1[CH2:29][CH2:28][CH2:27][CH2:26][CH2:25]1. No catalyst specified. The product is [CH3:1][C:2]1[C:7](=[O:8])[C:6]([CH3:9])=[C:5]([CH3:10])[C:4](=[O:11])[C:3]=1[CH2:12][C:13]1[CH:18]=[CH:17][C:16]([CH2:19][CH2:20][C:21]([N:24]2[CH2:29][CH2:28][CH2:27][CH2:26][CH2:25]2)=[O:22])=[CH:15][CH:14]=1. The yield is 0.590.